The task is: Predict the reaction yield, written as a fraction of the theoretical maximum amount of product (1.0 means a 100% yield; for example, 0.34 means a 34% yield).. This data is from Reaction yield outcomes from USPTO patents with 853,638 reactions. The reactants are [CH:1]([C:3]1[CH:4]=[CH:5][C:6]2[C:15]3[CH:14]=[C:13]4[CH2:16][CH2:17][CH2:18][C:19](=[O:20])[C:12]4=[CH:11][C:10]=3[O:9][CH2:8][C:7]=2[CH:21]=1)=[CH2:2].C1C(=O)N([Br:29])C(=O)C1.[OH2:30]. The catalyst is C1COCC1.CS(C)=O.CCOC(C)=O.O=[Mn]=O. The product is [Br:29][CH2:2][C:1]([C:3]1[CH:4]=[CH:5][C:6]2[C:15]3[CH:14]=[C:13]4[CH2:16][CH2:17][CH2:18][C:19](=[O:20])[C:12]4=[CH:11][C:10]=3[O:9][CH2:8][C:7]=2[CH:21]=1)=[O:30]. The yield is 0.560.